From a dataset of Full USPTO retrosynthesis dataset with 1.9M reactions from patents (1976-2016). Predict the reactants needed to synthesize the given product. Given the product [Cl:4][C:5]1[C:6]([CH:24]([S:33]([C:36]2[CH:41]=[CH:40][C:39]([Cl:42])=[CH:38][CH:37]=2)(=[O:34])=[O:35])[C:25]2[CH:30]=[C:29]([F:31])[CH:28]=[CH:27][C:26]=2[F:32])=[CH:7][C:8]([N:11]([S:20]([CH3:23])(=[O:22])=[O:21])[NH2:12])=[N:9][CH:10]=1, predict the reactants needed to synthesize it. The reactants are: C(Cl)Cl.[Cl:4][C:5]1[C:6]([CH:24]([S:33]([C:36]2[CH:41]=[CH:40][C:39]([Cl:42])=[CH:38][CH:37]=2)(=[O:35])=[O:34])[C:25]2[CH:30]=[C:29]([F:31])[CH:28]=[CH:27][C:26]=2[F:32])=[CH:7][C:8]([N:11]([S:20]([CH3:23])(=[O:22])=[O:21])[NH:12]C(OC(C)(C)C)=O)=[N:9][CH:10]=1.FC(F)(F)C(O)=O.C(=O)(O)[O-].[Na+].